Dataset: Choline transporter screen with 302,306 compounds. Task: Binary Classification. Given a drug SMILES string, predict its activity (active/inactive) in a high-throughput screening assay against a specified biological target. (1) The molecule is s1c(NC(=O)CN2CCN(CC2)c2ccc(OC)cc2)nc(c1C(OCC)=O)C. The result is 0 (inactive). (2) The molecule is O=C(N1CC(N(CC1)c1cc(ccc1)C)C)c1c(oc(c1)C)C. The result is 0 (inactive). (3) The compound is O(C(=O)c1c(n(nc1C)c1ncc(NC(=O)NCC)cc1)C)CC. The result is 0 (inactive).